The task is: Predict the product of the given reaction.. This data is from Forward reaction prediction with 1.9M reactions from USPTO patents (1976-2016). (1) Given the reactants Cl[C:2]1[C:7]([Cl:8])=[CH:6][CH:5]=[CH:4][N:3]=1.[C:9]([C:12]1[CH:17]=[CH:16][C:15](B(O)O)=[CH:14][CH:13]=1)([OH:11])=[O:10].C([O-])([O-])=O.[Na+].[Na+], predict the reaction product. The product is: [Cl:8][C:7]1[C:2]([C:15]2[CH:16]=[CH:17][C:12]([C:9]([OH:11])=[O:10])=[CH:13][CH:14]=2)=[N:3][CH:4]=[CH:5][CH:6]=1. (2) Given the reactants Cl[C:2]1(Cl)[C:5]2([CH2:10][CH2:9][CH:8]([C:11]([O:13][CH2:14][CH3:15])=[O:12])[CH2:7][CH2:6]2)[CH2:4][C:3]1=[O:16], predict the reaction product. The product is: [O:16]=[C:3]1[CH2:4][C:5]2([CH2:10][CH2:9][CH:8]([C:11]([O:13][CH2:14][CH3:15])=[O:12])[CH2:7][CH2:6]2)[CH2:2]1. (3) Given the reactants C([O:3][C:4]([C:6]1[CH:7]=[N:8][C:9]2[C:14]([CH:15]=1)=[C:13]([Br:16])[CH:12]=[N:11][CH:10]=2)=[O:5])C.O1CCOCC1.[OH-].[Li+], predict the reaction product. The product is: [Br:16][C:13]1[CH:12]=[N:11][CH:10]=[C:9]2[C:14]=1[CH:15]=[C:6]([C:4]([OH:5])=[O:3])[CH:7]=[N:8]2. (4) Given the reactants [Br:1][C:2]1[CH:3]=[CH:4][C:5]2[CH:13]3[CH:9]([C:10]([C:14]4[CH:19]=[CH:18][C:17]([O:20][C:21]([F:24])([F:23])[F:22])=[CH:16][CH:15]=4)=[N:11][O:12]3)[CH2:8][CH2:7][C:6]=2[CH:25]=1.C(C1C(=O)C(Cl)=C(Cl)C(=O)C=1C#N)#N, predict the reaction product. The product is: [Br:1][C:2]1[CH:3]=[CH:4][C:5]2[C:13]3[O:12][N:11]=[C:10]([C:14]4[CH:15]=[CH:16][C:17]([O:20][C:21]([F:22])([F:24])[F:23])=[CH:18][CH:19]=4)[C:9]=3[CH2:8][CH2:7][C:6]=2[CH:25]=1. (5) Given the reactants [ClH:1].[C:2]([CH:4]1[CH2:9][CH2:8][N:7]([C:10]([N:12]2[CH2:17][CH:16]([C:18]3[CH:23]=[CH:22][C:21]([C:24]([F:27])([F:26])[F:25])=[CH:20][CH:19]=3)[CH2:15][CH:14]([NH:28]C(=O)OC(C)(C)C)[CH2:13]2)=[O:11])[CH2:6][CH2:5]1)#[N:3], predict the reaction product. The product is: [ClH:1].[NH2:28][CH:14]1[CH2:15][CH:16]([C:18]2[CH:23]=[CH:22][C:21]([C:24]([F:27])([F:25])[F:26])=[CH:20][CH:19]=2)[CH2:17][N:12]([C:10]([N:7]2[CH2:6][CH2:5][CH:4]([C:2]#[N:3])[CH2:9][CH2:8]2)=[O:11])[CH2:13]1. (6) Given the reactants [F:1][C:2]1[CH:21]=[CH:20][CH:19]=[CH:18][C:3]=1[C:4]([NH:6][C:7]1[CH:12]=[CH:11][C:10]([C:13]([NH:15][NH2:16])=[O:14])=[C:9]([F:17])[CH:8]=1)=[O:5].[N:22]([CH2:25][CH2:26][CH2:27][CH2:28][N:29]1[CH2:34][CH2:33][O:32][CH2:31][CH2:30]1)=[C:23]=[S:24], predict the reaction product. The product is: [F:1][C:2]1[CH:21]=[CH:20][CH:19]=[CH:18][C:3]=1[C:4]([NH:6][C:7]1[CH:12]=[CH:11][C:10]([C:13]([NH:15][NH:16][C:23]([NH:22][CH2:25][CH2:26][CH2:27][CH2:28][N:29]2[CH2:30][CH2:31][O:32][CH2:33][CH2:34]2)=[S:24])=[O:14])=[C:9]([F:17])[CH:8]=1)=[O:5].